From a dataset of Forward reaction prediction with 1.9M reactions from USPTO patents (1976-2016). Predict the product of the given reaction. (1) Given the reactants [Cl:1][C:2]1[CH:7]=[CH:6][C:5]([NH:8][C:9]([CH:11]2[N:15]([C:16]3[C:21]([Cl:22])=[CH:20][CH:19]=[CH:18][N:17]=3)[N:14]=[C:13]([OH:23])[CH2:12]2)=[O:10])=[C:4]([C:24](=[O:31])[NH:25][CH:26]([CH:28]2[CH2:30][CH2:29]2)[CH3:27])[CH:3]=1.C(N(CC)CC)C.[N:39]1[CH:44]=[CH:43][CH:42]=[C:41]([S:45](Cl)(=[O:47])=[O:46])[CH:40]=1.O, predict the reaction product. The product is: [N:39]1[CH:44]=[CH:43][CH:42]=[C:41]([S:45]([O:23][C:13]2[CH2:12][CH:11]([C:9](=[O:10])[NH:8][C:5]3[CH:6]=[CH:7][C:2]([Cl:1])=[CH:3][C:4]=3[C:24](=[O:31])[NH:25][CH:26]([CH:28]3[CH2:29][CH2:30]3)[CH3:27])[N:15]([C:16]3[C:21]([Cl:22])=[CH:20][CH:19]=[CH:18][N:17]=3)[N:14]=2)(=[O:47])=[O:46])[CH:40]=1. (2) Given the reactants I.[CH3:2][O:3][C:4]1[CH:5]=[C:6]([NH:16][C:17](SC)=[NH:18])[CH:7]=[CH:8][C:9]=1[N:10]1[CH:14]=[N:13][C:12]([CH3:15])=[N:11]1.[Cl:21][CH2:22][CH2:23][CH2:24][CH2:25][CH:26]([C:30]1[CH:35]=[CH:34][C:33]([O:36][CH:37]([F:39])[F:38])=[CH:32][CH:31]=1)[C:27](O)=O.[NH2:40][NH2:41], predict the reaction product. The product is: [Cl:21][CH2:22][CH2:23][CH2:24][CH2:25][CH:26]([C:27]1[NH:41][N:40]=[C:17]([NH:16][C:6]2[CH:7]=[CH:8][C:9]([N:10]3[CH:14]=[N:13][C:12]([CH3:15])=[N:11]3)=[C:4]([O:3][CH3:2])[CH:5]=2)[N:18]=1)[C:30]1[CH:35]=[CH:34][C:33]([O:36][CH:37]([F:38])[F:39])=[CH:32][CH:31]=1.